From a dataset of Forward reaction prediction with 1.9M reactions from USPTO patents (1976-2016). Predict the product of the given reaction. (1) Given the reactants [CH:1]1([CH2:7][CH2:8][O:9][C:10]2[CH:11]=[C:12]([CH:32]=[CH:33][CH:34]=2)[C:13]([N:15]2[CH2:20][CH2:19][N:18]([C:21]([NH:23][C:24]3[CH:25]=[N:26][CH:27]=[C:28]([CH2:30][OH:31])[CH:29]=3)=[O:22])[CH2:17][CH2:16]2)=[O:14])[CH2:6][CH2:5][CH2:4][CH2:3][CH2:2]1.[ClH:35].CCOC(C)=O, predict the reaction product. The product is: [ClH:35].[CH:1]1([CH2:7][CH2:8][O:9][C:10]2[CH:11]=[C:12]([CH:32]=[CH:33][CH:34]=2)[C:13]([N:15]2[CH2:20][CH2:19][N:18]([C:21]([NH:23][C:24]3[CH:25]=[N:26][CH:27]=[C:28]([CH2:30][OH:31])[CH:29]=3)=[O:22])[CH2:17][CH2:16]2)=[O:14])[CH2:6][CH2:5][CH2:4][CH2:3][CH2:2]1. (2) The product is: [F:14][C:12]1[C:11]([N+:15]([O-:17])=[O:16])=[CH:10][C:9]([O:18][CH3:19])=[C:8]([N:4]2[CH:5]=[N:6][C:2]([CH3:1])=[N:3]2)[CH:13]=1. Given the reactants [CH3:1][C:2]1[N:6]=[CH:5][NH:4][N:3]=1.F[C:8]1[CH:13]=[C:12]([F:14])[C:11]([N+:15]([O-:17])=[O:16])=[CH:10][C:9]=1[O:18][CH3:19].C(=O)([O-])[O-].[K+].[K+].O, predict the reaction product. (3) The product is: [BrH:32].[NH2:10][CH2:11][C:12]([N:15]1[C:19]2=[N:20][CH:21]=[N:22][C:23]([NH2:24])=[C:18]2[C:17]([C:25]2[CH:30]=[CH:29][CH:28]=[CH:27][CH:26]=2)=[N:16]1)([CH3:14])[CH3:13]. Given the reactants C(OC(=O)[NH:10][CH2:11][C:12]([N:15]1[C:19]2=[N:20][CH:21]=[N:22][C:23]([NH2:24])=[C:18]2[C:17]([C:25]2[CH:30]=[CH:29][CH:28]=[CH:27][CH:26]=2)=[N:16]1)([CH3:14])[CH3:13])C1C=CC=CC=1.[BrH:32].CCOCC, predict the reaction product. (4) Given the reactants [CH2:1]([C:3]1[CH:8]=[C:7]([CH3:9])[NH:6][C:5](=[O:10])[C:4]=1[CH2:11][NH:12]C(=O)OC(C)(C)C)[CH3:2].[ClH:20], predict the reaction product. The product is: [ClH:20].[NH2:12][CH2:11][C:4]1[C:5](=[O:10])[NH:6][C:7]([CH3:9])=[CH:8][C:3]=1[CH2:1][CH3:2]. (5) Given the reactants FC1C=CC(C([Cl:8])=O)=CC=1.C1(O)C=CC=CC=1.[OH:18][C:19]1[CH:48]=[CH:47][C:22]([C:23]([N:25]2[C:34]3[C:29](=[CH:30][CH:31]=[CH:32][CH:33]=3)[CH:28]([N:35]([C:40]3[CH:45]=[CH:44][CH:43]=[CH:42][CH:41]=3)[C:36](=[O:39])[CH2:37]C)[CH2:27][CH:26]2[CH3:46])=[O:24])=[CH:21][CH:20]=1, predict the reaction product. The product is: [Cl:8][C:43]1[CH:44]=[CH:45][C:40]([N:35]([C@H:28]2[C:29]3[C:34](=[CH:33][CH:32]=[CH:31][CH:30]=3)[N:25]([C:23](=[O:24])[C:22]3[CH:47]=[CH:48][C:19]([OH:18])=[CH:20][CH:21]=3)[C@@H:26]([CH3:46])[CH2:27]2)[C:36](=[O:39])[CH3:37])=[CH:41][CH:42]=1.